The task is: Predict the reaction yield, written as a fraction of the theoretical maximum amount of product (1.0 means a 100% yield; for example, 0.34 means a 34% yield).. This data is from Reaction yield outcomes from USPTO patents with 853,638 reactions. (1) The reactants are [OH:1][CH2:2][CH:3]1[CH2:8][CH2:7][CH2:6][N:5]([C:9]([O:11][C:12]([CH3:15])([CH3:14])[CH3:13])=[O:10])[CH2:4]1.[C:16]1([CH3:26])[CH:21]=[CH:20][C:19]([S:22](O)(=[O:24])=[O:23])=[CH:18][CH:17]=1. The catalyst is N1C=CC=CC=1. The product is [C:12]([O:11][C:9]([N:5]1[CH2:6][CH2:7][CH2:8][CH:3]([CH2:2][O:1][S:22]([C:19]2[CH:20]=[CH:21][C:16]([CH3:26])=[CH:17][CH:18]=2)(=[O:24])=[O:23])[CH2:4]1)=[O:10])([CH3:15])([CH3:14])[CH3:13]. The yield is 1.00. (2) The reactants are [NH2:1][C:2]1[C:7]2=[C:8]([C:18]3[CH:19]=[CH:20][C:21]4[C:25]([CH:26]=3)=[N:24][N:23]([CH2:27][C:28]3[CH:33]=[CH:32][CH:31]=[CH:30][CH:29]=3)[CH:22]=4)[CH:9]=[C:10]([C:11]3([OH:17])[CH2:16][CH2:15][CH2:14][NH:13][CH2:12]3)[N:6]2[N:5]=[CH:4][N:3]=1.[CH3:34][N:35]([CH3:40])[CH2:36][C:37](O)=[O:38].CCN=C=NCCCN(C)C.Cl.C1C=CC2N(O)N=NC=2C=1.C(N(CC)C(C)C)(C)C. The catalyst is CN(C=O)C. The product is [NH2:1][C:2]1[C:7]2=[C:8]([C:18]3[CH:19]=[CH:20][C:21]4[C:25]([CH:26]=3)=[N:24][N:23]([CH2:27][C:28]3[CH:29]=[CH:30][CH:31]=[CH:32][CH:33]=3)[CH:22]=4)[CH:9]=[C:10]([C:11]3([OH:17])[CH2:16][CH2:15][CH2:14][N:13]([C:37](=[O:38])[CH2:36][N:35]([CH3:40])[CH3:34])[CH2:12]3)[N:6]2[N:5]=[CH:4][N:3]=1. The yield is 0.330. (3) The reactants are [N+:1]([C:4]1[CH:9]=[CH:8][C:7]([C:10]2[CH:15]=[CH:14][C:13]([O:16][CH:17]3[CH:22]4[CH2:23][CH2:24][N:19]([CH2:20][CH2:21]4)[CH2:18]3)=[CH:12][CH:11]=2)=[CH:6][CH:5]=1)([O-])=O. The catalyst is CO.[Pd]. The product is [N:19]12[CH2:20][CH2:21][CH:22]([CH2:23][CH2:24]1)[CH:17]([O:16][C:13]1[CH:12]=[CH:11][C:10]([C:7]3[CH:8]=[CH:9][C:4]([NH2:1])=[CH:5][CH:6]=3)=[CH:15][CH:14]=1)[CH2:18]2. The yield is 0.740.